This data is from Catalyst prediction with 721,799 reactions and 888 catalyst types from USPTO. The task is: Predict which catalyst facilitates the given reaction. (1) Reactant: FC(F)(F)C(O)=O.[CH2:8]([N:11]([S:20]([CH2:23][C:24]1[CH:29]=[CH:28][CH:27]=[CH:26][CH:25]=1)(=[O:22])=[O:21])[C:12]([CH:14]1[CH2:19][CH2:18][NH:17][CH2:16][CH2:15]1)=[O:13])[CH:9]=[CH2:10].C(O[C:33](=[NH:37])[CH2:34][C:35]#[N:36])C.CCN(C(C)C)C(C)C. Product: [CH2:8]([N:11]([S:20]([CH2:23][C:24]1[CH:25]=[CH:26][CH:27]=[CH:28][CH:29]=1)(=[O:22])=[O:21])[C:12]([CH:14]1[CH2:15][CH2:16][N:17]([C:33](=[NH:37])[CH2:34][C:35]#[N:36])[CH2:18][CH2:19]1)=[O:13])[CH:9]=[CH2:10]. The catalyst class is: 14. (2) Reactant: [C:1]1([C:11]([OH:13])=[O:12])[C:10]2[C:5](=[CH:6][CH:7]=[CH:8][CH:9]=2)[CH:4]=[CH:3][CH:2]=1.[Br:14]Br. Product: [Br:14][C:6]1[CH:7]=[CH:8][CH:9]=[C:10]2[C:5]=1[CH:4]=[CH:3][CH:2]=[C:1]2[C:11]([OH:13])=[O:12]. The catalyst class is: 15. (3) Reactant: [Cl:1][C:2]1[N:10]=[CH:9][CH:8]=[C:7]([Cl:11])[C:3]=1[C:4](Cl)=[O:5].[Cl:12][C:13]1[C:14]([CH:23]([CH3:25])[NH2:24])=[N:15][CH:16]=[C:17]([C:19]([F:22])([F:21])[F:20])[CH:18]=1.C(N(CC)CC)C. Product: [Cl:1][C:2]1[C:3]([C:4]([NH:24][CH:23]([C:14]2[C:13]([Cl:12])=[CH:18][C:17]([C:19]([F:22])([F:21])[F:20])=[CH:16][N:15]=2)[CH3:25])=[O:5])=[C:7]([Cl:11])[CH:8]=[CH:9][N:10]=1. The catalyst class is: 4. (4) Reactant: [NH2:1][C:2]1[CH:3]=[C:4]([NH:9][C:10](=[O:22])[C:11]2[CH:16]=[CH:15][CH:14]=[C:13]([C:17]([C:20]#[N:21])([CH3:19])[CH3:18])[CH:12]=2)[CH:5]=[CH:6][C:7]=1[CH3:8].[CH3:23][C:24]1[N:29]=[C:28]([N:30]2[CH2:35][CH2:34][CH2:33][CH2:32][CH2:31]2)[N:27]=[C:26]([C:36](O)=[O:37])[CH:25]=1.CN(C(ON1N=NC2C=CC=NC1=2)=[N+](C)C)C.F[P-](F)(F)(F)(F)F.CCN(C(C)C)C(C)C. Product: [C:20]([C:17]([C:13]1[CH:12]=[C:11]([CH:16]=[CH:15][CH:14]=1)[C:10]([NH:9][C:4]1[CH:5]=[CH:6][C:7]([CH3:8])=[C:2]([NH:1][C:36]([C:26]2[N:27]=[C:28]([N:30]3[CH2:35][CH2:34][CH2:33][CH2:32][CH2:31]3)[N:29]=[C:24]([CH3:23])[CH:25]=2)=[O:37])[CH:3]=1)=[O:22])([CH3:19])[CH3:18])#[N:21]. The catalyst class is: 3. (5) Reactant: [NH2:1][C:2]1[N:10]=[CH:9][CH:8]=[CH:7][C:3]=1[C:4]([OH:6])=O.ON1C2C=CC=CC=2N=N1.CCN=C=NCCCN(C)C.[F:32][C:33]([F:51])([F:50])[O:34][C:35]1[CH:36]=[C:37]([CH:47]=[CH:48][CH:49]=1)[O:38][C:39]1[CH:40]=[C:41]([CH:44]=[CH:45][CH:46]=1)[CH2:42][NH2:43].C(=O)(O)[O-].[Na+]. Product: [F:32][C:33]([F:50])([F:51])[O:34][C:35]1[CH:36]=[C:37]([CH:47]=[CH:48][CH:49]=1)[O:38][C:39]1[CH:40]=[C:41]([CH2:42][NH:43][C:4](=[O:6])[C:3]2[CH:7]=[CH:8][CH:9]=[N:10][C:2]=2[NH2:1])[CH:44]=[CH:45][CH:46]=1. The catalyst class is: 3. (6) Reactant: [CH3:1][C:2]1[CH:7]=[CH:6][C:5]([C:8]2[N:9]=[C:10]([C:13]3[CH:18]=[CH:17][C:16]([C:19]4[CH:24]=[CH:23][C:22]([C:25]([O:27]CC)=[O:26])=[CH:21][CH:20]=4)=[CH:15][CH:14]=3)[O:11][CH:12]=2)=[CH:4][CH:3]=1.[OH-].[Na+]. Product: [CH3:1][C:2]1[CH:3]=[CH:4][C:5]([C:8]2[N:9]=[C:10]([C:13]3[CH:18]=[CH:17][C:16]([C:19]4[CH:24]=[CH:23][C:22]([C:25]([OH:27])=[O:26])=[CH:21][CH:20]=4)=[CH:15][CH:14]=3)[O:11][CH:12]=2)=[CH:6][CH:7]=1. The catalyst class is: 36. (7) Reactant: C[Al](C)C.C[Al](C)C.C1N2CCN(CC2)C1.[Cl:17][C:18]1[CH:28]=[CH:27][C:21]([O:22][CH2:23][C@@H:24]([NH2:26])[CH3:25])=[C:20]([C:29]([CH3:35])([CH3:34])[C:30]([F:33])([F:32])[F:31])[CH:19]=1.[CH3:36][C:37]1[N:38]=[CH:39][N:40]([C:42]2[C:51](=[O:52])[N:50]3[C:45]([C:46](=[O:53])[O:47][CH2:48][CH2:49]3)=[CH:44][CH:43]=2)[CH:41]=1. Product: [Cl:17][C:18]1[CH:28]=[CH:27][C:21]([O:22][CH2:23][C@@H:24]([NH:26][C:46]([C:45]2[N:50]([CH2:49][CH2:48][OH:47])[C:51](=[O:52])[C:42]([N:40]3[CH:41]=[C:37]([CH3:36])[N:38]=[CH:39]3)=[CH:43][CH:44]=2)=[O:53])[CH3:25])=[C:20]([C:29]([CH3:34])([CH3:35])[C:30]([F:31])([F:32])[F:33])[CH:19]=1. The catalyst class is: 7. (8) Reactant: [C:1]1([C:7]2[CH:12]=[C:11]([CH2:13][CH2:14][S:15]([N:18]3[CH2:23][CH2:22][O:21][CH2:20][CH2:19]3)(=[O:17])=[O:16])[CH:10]=[CH:9][C:8]=2[NH2:24])[CH2:6][CH2:5][CH2:4][CH2:3][CH:2]=1.[K+].[C:26]([C:28]1[N:29]=[C:30]([C:41]([O-])=[O:42])[N:31]([CH2:33][O:34][CH2:35][CH2:36][Si:37]([CH3:40])([CH3:39])[CH3:38])[CH:32]=1)#[N:27].C1CN([P+](Br)(N2CCCC2)N2CCCC2)CC1.F[P-](F)(F)(F)(F)F.CCN(C(C)C)C(C)C. Product: [C:1]1([C:7]2[CH:12]=[C:11]([CH2:13][CH2:14][S:15]([N:18]3[CH2:23][CH2:22][O:21][CH2:20][CH2:19]3)(=[O:16])=[O:17])[CH:10]=[CH:9][C:8]=2[NH:24][C:41]([C:30]2[N:31]([CH2:33][O:34][CH2:35][CH2:36][Si:37]([CH3:40])([CH3:39])[CH3:38])[CH:32]=[C:28]([C:26]#[N:27])[N:29]=2)=[O:42])[CH2:6][CH2:5][CH2:4][CH2:3][CH:2]=1. The catalyst class is: 2. (9) Reactant: [C:1](Cl)(=[O:5])[CH2:2][CH2:3][CH3:4].[Br:7][C:8]1[CH:16]=[C:15]2[C:11]([C:12]([NH2:17])=[N:13][NH:14]2)=[CH:10][CH:9]=1. Product: [Br:7][C:8]1[CH:16]=[C:15]2[C:11]([C:12]([NH:17][C:1](=[O:5])[CH2:2][CH2:3][CH3:4])=[N:13][NH:14]2)=[CH:10][CH:9]=1. The catalyst class is: 17. (10) Reactant: [C:1]1([N:7]2[C:11](=[O:12])[CH:10]=[C:9]([C:13]([OH:15])=O)[NH:8]2)[CH:6]=[CH:5][CH:4]=[CH:3][CH:2]=1.[CH3:16][O:17][C:18](=[O:30])[C@@H:19]([NH2:29])[CH2:20][CH2:21][C:22]([O:24][C:25]([CH3:28])([CH3:27])[CH3:26])=[O:23].CN(C(ON1N=NC2C=CC=NC1=2)=[N+](C)C)C.F[P-](F)(F)(F)(F)F.C(N(CC)CC)C. Product: [CH3:16][O:17][C:18](=[O:30])[C@@H:19]([NH:29][C:13]([C:9]1[CH:10]=[C:11]([OH:12])[N:7]([C:1]2[CH:2]=[CH:3][CH:4]=[CH:5][CH:6]=2)[N:8]=1)=[O:15])[CH2:20][CH2:21][C:22]([O:24][C:25]([CH3:26])([CH3:27])[CH3:28])=[O:23]. The catalyst class is: 2.